From a dataset of Forward reaction prediction with 1.9M reactions from USPTO patents (1976-2016). Predict the product of the given reaction. (1) Given the reactants [CH2:1]([O:8][CH2:9][CH2:10][N:11](C)[C:12](=O)OC(C)(C)C)[C:2]1[CH:7]=[CH:6][CH:5]=[CH:4][CH:3]=1.C(O)(C(F)(F)F)=O.C([O-])(O)=O.[Na+], predict the reaction product. The product is: [CH2:1]([O:8][CH2:9][CH2:10][NH:11][CH3:12])[C:2]1[CH:7]=[CH:6][CH:5]=[CH:4][CH:3]=1. (2) Given the reactants [C:1]([O-:4])([O-:3])=[O:2].[K+].[K+].[CH2:7](O)[CH2:8][CH2:9][CH3:10].Cl[C:13](Cl)(Cl)[C:14]([C:16](Cl)(Cl)Cl)=O.[CH:22](Cl)(Cl)Cl, predict the reaction product. The product is: [C:1](=[O:4])([O:3][CH2:13][CH2:14][CH2:16][CH3:22])[O:2][CH2:7][CH2:8][CH2:9][CH3:10]. (3) The product is: [Cl:16][C:13]1[CH:14]=[CH:15][C:10]([O:9][CH2:8][CH2:7][CH2:6][N:5]([CH2:4][C:3]2[CH:34]=[CH:35][CH:36]=[C:37]([C:38]([F:40])([F:41])[F:39])[C:2]=2[Cl:1])[CH2:20][CH:21]([C:28]2[CH:33]=[CH:32][CH:31]=[CH:30][CH:29]=2)[C:22]2[CH:23]=[CH:24][CH:25]=[CH:26][CH:27]=2)=[CH:11][C:12]=1[NH2:17]. Given the reactants [Cl:1][C:2]1[C:37]([C:38]([F:41])([F:40])[F:39])=[CH:36][CH:35]=[CH:34][C:3]=1[CH2:4][N:5]([CH2:20][CH:21]([C:28]1[CH:33]=[CH:32][CH:31]=[CH:30][CH:29]=1)[C:22]1[CH:27]=[CH:26][CH:25]=[CH:24][CH:23]=1)[CH2:6][CH2:7][CH2:8][O:9][C:10]1[CH:15]=[CH:14][C:13]([Cl:16])=[C:12]([N+:17]([O-])=O)[CH:11]=1, predict the reaction product. (4) The product is: [Si:11]([O:18][C@H:19]1[CH2:24][N:23]([C:25]([O:27][C:28]([CH3:31])([CH3:30])[CH3:29])=[O:26])[C@@H:22]([CH:32]=[O:33])[CH2:21][CH2:20]1)([C:14]([CH3:17])([CH3:16])[CH3:15])([CH3:13])[CH3:12]. Given the reactants C(Cl)(=O)C(Cl)=O.CS(C)=O.[Si:11]([O:18][C@H:19]1[CH2:24][N:23]([C:25]([O:27][C:28]([CH3:31])([CH3:30])[CH3:29])=[O:26])[C@@H:22]([CH2:32][OH:33])[CH2:21][CH2:20]1)([C:14]([CH3:17])([CH3:16])[CH3:15])([CH3:13])[CH3:12].C(N(C(C)C)CC)(C)C, predict the reaction product.